Dataset: Reaction yield outcomes from USPTO patents with 853,638 reactions. Task: Predict the reaction yield, written as a fraction of the theoretical maximum amount of product (1.0 means a 100% yield; for example, 0.34 means a 34% yield). (1) The reactants are [NH2:1][CH:2]1[CH2:7][CH2:6][N:5]([C:8]([O:10][C:11]([CH3:14])([CH3:13])[CH3:12])=[O:9])[CH2:4][CH2:3]1.Br[C:16]1[CH:20]=[CH:19][S:18][CH:17]=1.COC1C=CC=C(OC)C=1C1C=CC=CC=1P(C1CCCCC1)C1CCCCC1.C(O[Na])(C)(C)C. The catalyst is C1(C)C=CC=CC=1.C1C=CC(/C=C/C(/C=C/C2C=CC=CC=2)=O)=CC=1.C1C=CC(/C=C/C(/C=C/C2C=CC=CC=2)=O)=CC=1.C1C=CC(/C=C/C(/C=C/C2C=CC=CC=2)=O)=CC=1.[Pd].[Pd]. The product is [S:18]1[CH:19]=[CH:20][C:16]([NH:1][CH:2]2[CH2:3][CH2:4][N:5]([C:8]([O:10][C:11]([CH3:14])([CH3:13])[CH3:12])=[O:9])[CH2:6][CH2:7]2)=[CH:17]1. The yield is 0.160. (2) The reactants are [CH3:1][O:2][C:3]1[CH:8]=[CH:7][C:6]([C:9](=O)[CH:10]([CH3:14])[CH2:11][CH:12]=O)=[C:5]([CH3:16])[CH:4]=1.[NH2:17][N:18]1[C:22](=[O:23])[C:21]2=[CH:24][CH:25]=[CH:26][CH:27]=[C:20]2[C:19]1=[O:28]. The catalyst is Cl.O1CCOCC1. The product is [CH3:1][O:2][C:3]1[CH:8]=[CH:7][C:6]([C:9]2[N:17]([N:18]3[C:22](=[O:23])[C:21]4[C:20](=[CH:27][CH:26]=[CH:25][CH:24]=4)[C:19]3=[O:28])[CH:12]=[CH:11][C:10]=2[CH3:14])=[C:5]([CH3:16])[CH:4]=1. The yield is 0.860. (3) The reactants are [F:1][C:2]1[CH:3]=[C:4]([Mg]Br)[CH:5]=[C:6]([F:8])[CH:7]=1.[CH:11]12[O:16][CH:15]1[CH2:14][CH2:13][CH2:12]2. The catalyst is C1COCC1.[Cu]I. The product is [F:1][C:2]1[CH:3]=[C:4]([C@H:14]2[CH2:13][CH2:12][CH2:11][C@@H:15]2[OH:16])[CH:5]=[C:6]([F:8])[CH:7]=1. The yield is 0.900. (4) The reactants are [N:1]1([CH2:6][CH2:7][N:8]2[CH:12]=[C:11]([CH:13]3[CH2:18][CH2:17][O:16][CH2:15][CH2:14]3)[N:10]=[C:9]2[CH:19]2[CH2:24][CH2:23][N:22](C(OC(C)(C)C)=O)[CH2:21][CH2:20]2)[CH2:5][CH2:4][CH2:3][CH2:2]1.ClCCl.Cl.O1CCOCC1. The catalyst is CO. The product is [O:16]1[CH2:15][CH2:14][CH:13]([C:11]2[N:10]=[C:9]([CH:19]3[CH2:20][CH2:21][NH:22][CH2:23][CH2:24]3)[N:8]([CH2:7][CH2:6][N:1]3[CH2:2][CH2:3][CH2:4][CH2:5]3)[CH:12]=2)[CH2:18][CH2:17]1. The yield is 0.940.